This data is from SARS-CoV-2 main protease (3CLPro) crystallographic fragment screen with 879 compounds. The task is: Binary Classification. Given a drug SMILES string, predict its activity (active/inactive) in a high-throughput screening assay against a specified biological target. (1) The molecule is CN1CCN(c2ncccc2F)CC1=O. The result is 0 (inactive). (2) The drug is O=C(COc1ccccc1)Nc1ccccc1O. The result is 0 (inactive). (3) The molecule is O=C(CC1CCCCC1)Nc1cccnc1. The result is 1 (active). (4) The compound is Cc1nnn[nH]1. The result is 0 (inactive).